Dataset: Reaction yield outcomes from USPTO patents with 853,638 reactions. Task: Predict the reaction yield, written as a fraction of the theoretical maximum amount of product (1.0 means a 100% yield; for example, 0.34 means a 34% yield). The reactants are [CH:1]1([C:7]2[C:15]3[C:14](=[O:16])[NH:13][C:12]([C:17]4[CH:22]=[CH:21][C:20]([N:23]5[CH2:28][CH2:27][CH:26]([OH:29])[CH2:25][CH2:24]5)=[CH:19][C:18]=4[O:30][CH3:31])=[N:11][C:10]=3[N:9]([CH3:32])[N:8]=2)[CH2:6][CH2:5][CH2:4][CH2:3][CH2:2]1.[CH3:33][S:34]([OH:37])(=[O:36])=[O:35]. The catalyst is C(O)C. The product is [CH3:33][S:34]([OH:37])(=[O:36])=[O:35].[CH:1]1([C:7]2[C:15]3[C:14](=[O:16])[NH:13][C:12]([C:17]4[CH:22]=[CH:21][C:20]([N:23]5[CH2:28][CH2:27][CH:26]([OH:29])[CH2:25][CH2:24]5)=[CH:19][C:18]=4[O:30][CH3:31])=[N:11][C:10]=3[N:9]([CH3:32])[N:8]=2)[CH2:2][CH2:3][CH2:4][CH2:5][CH2:6]1. The yield is 0.830.